From a dataset of Forward reaction prediction with 1.9M reactions from USPTO patents (1976-2016). Predict the product of the given reaction. (1) Given the reactants [O:1]=[C:2]1[NH:10][C:5]2=[N:6][CH:7]=[CH:8][CH:9]=[C:4]2[N:3]1[CH:11]1[CH2:16][CH2:15][N:14](C(OC(C)(C)C)=O)[CH2:13][CH2:12]1.[ClH:24], predict the reaction product. The product is: [ClH:24].[ClH:24].[O:1]=[C:2]1[NH:10][C:5]2=[N:6][CH:7]=[CH:8][CH:9]=[C:4]2[N:3]1[CH:11]1[CH2:16][CH2:15][NH:14][CH2:13][CH2:12]1. (2) Given the reactants [Cl:1][C:2]1[CH:11]=[C:10]2[C:5]([C:6]([OH:18])=[C:7]([N:13]3[CH:17]=[CH:16][CH:15]=[N:14]3)[C:8](=[O:12])[NH:9]2)=[CH:4][C:3]=1I.CC1(C)C(C)(C)OB([C:28]2[CH:33]=[CH:32][C:31]([C:34]3[N:35]=[C:36]([NH:39]C(=O)C)[S:37][CH:38]=3)=[CH:30][CH:29]=2)O1.C([O-])([O-])=O.[Na+].[Na+], predict the reaction product. The product is: [ClH:1].[NH2:39][C:36]1[S:37][CH:38]=[C:34]([C:31]2[CH:32]=[CH:33][C:28]([C:3]3[CH:4]=[C:5]4[C:10](=[CH:11][C:2]=3[Cl:1])[NH:9][C:8](=[O:12])[C:7]([N:13]3[CH:17]=[CH:16][CH:15]=[N:14]3)=[C:6]4[OH:18])=[CH:29][CH:30]=2)[N:35]=1. (3) The product is: [CH:3]1([CH3:8])[CH2:4][CH2:5][CH:127]([CH:54]([CH3:55])[CH3:53])[CH:128]([OH:129])[CH2:2]1.[CH2:57]([N:60]=[C:65]=[S:132])[CH:56]=[CH2:55].[CH3:53][CH:54](/[CH:59]=[CH:137]/[CH2:138][CH2:140][CH2:142][CH2:144][C:146]([NH:9][CH2:6][C:105]1[CH:106]=[CH:101][C:102]([OH:111])=[C:103]([O:110][CH3:121])[CH:104]=1)=[O:147])[CH3:55].[CH3:146][C:144]([CH:142]1[C:31]2([CH3:33])[CH2:30][CH2:28][CH:27]3[C:102]4([CH3:101])[CH2:103][CH2:104][CH:105]([O:108][S:132]([OH:135])(=[O:133])=[O:134])[CH2:106][C:29]4=[CH:24][CH2:25][CH:26]3[CH:137]2[CH2:138][CH2:140]1)=[O:145]. Given the reactants [Ca].[CH3:2][C:3]1[CH:8]=C[C:6]([N:9](CC(OC)=O)CC(OC)=O)=[C:5](OCCO[C:24]2[CH:29]=[C:28]3[CH:30]=[C:31]([C:33]4OC(C(OC)=O)=CN=4)O[C:27]3=[CH:26][C:25]=2N(CC(OC)=O)CC(OC)=O)[CH:4]=1.[CH3:53][C:54]1[CH:59]=C[C:57]([N:60]([CH2:65]C(O)=O)CC(O)=O)=[C:56](OCCOC2C=C3C=C(C4OC(C(O)=O)=CN=4)OC3=CC=2N(CC(O)=O)CC(O)=O)[CH:55]=1.[Na+].[Cl-].[CH2:101](O)[C@@H:102]([OH:111])[C@@H:103]([OH:110])[C@H:104](O)[C@H:105]([OH:108])[CH2:106]O.[Cl-].[K+].[Mg+2].[Cl-].[Cl-].[Cl-].[Cl-].[Ca+2].[CH2:121]1N([CH2:127][CH2:128][OH:129])CCN(CC[S:132]([OH:135])(=[O:134])=[O:133])C1.O=[CH:137][C@@H:138]([C@H:140]([C@@H:142]([C@@H:144]([CH2:146][OH:147])[OH:145])O)O)O, predict the reaction product. (4) Given the reactants [H-].[H-].[H-].[H-].[Li+].[Al+3].[Al+3].[Cl-].[Cl-].[Cl-].[CH2:11]([NH:18][C:19](=O)[CH2:20][C:21]1[C:29]2[C:24](=[CH:25][CH:26]=[C:27]([F:33])[C:28]=2[O:30][CH2:31][CH3:32])[N:23]([CH3:34])[CH:22]=1)[C:12]1[CH:17]=[CH:16][CH:15]=[CH:14][CH:13]=1, predict the reaction product. The product is: [CH2:11]([NH:18][CH2:19][CH2:20][C:21]1[C:29]2[C:24](=[CH:25][CH:26]=[C:27]([F:33])[C:28]=2[O:30][CH2:31][CH3:32])[N:23]([CH3:34])[CH:22]=1)[C:12]1[CH:13]=[CH:14][CH:15]=[CH:16][CH:17]=1. (5) The product is: [C:24]([O:23][C@@:9]1([C:14]#[C:15][C:16]2[CH:17]=[C:18]([CH3:22])[CH:19]=[CH:20][CH:21]=2)[CH2:10][CH2:11][CH2:12][C@@H:13]2[C@H:8]1[CH2:7][CH2:6][N:5]2[C:3]([O:2][CH3:1])=[O:4])(=[O:31])[C:25]1[CH:30]=[CH:29][CH:28]=[CH:27][CH:26]=1. Given the reactants [CH3:1][O:2][C:3]([N:5]1[C@@H:13]2[C@@H:8]([C@@:9]([OH:23])([C:14]#[C:15][C:16]3[CH:17]=[C:18]([CH3:22])[CH:19]=[CH:20][CH:21]=3)[CH2:10][CH2:11][CH2:12]2)[CH2:7][CH2:6]1)=[O:4].[C:24](O)(=[O:31])[C:25]1[CH:30]=[CH:29][CH:28]=[CH:27][CH:26]=1, predict the reaction product. (6) Given the reactants [Br:1][C:2]1[CH:11]=[CH:10][C:5]([C:6]([O:8][CH3:9])=[O:7])=[CH:4][C:3]=1[S:12](Cl)(=[O:14])=[O:13].C1COCC1.[O-2].[Mg+2].[NH2:23][CH2:24][CH2:25][OH:26], predict the reaction product. The product is: [Br:1][C:2]1[CH:11]=[CH:10][C:5]([C:6]([O:8][CH3:9])=[O:7])=[CH:4][C:3]=1[S:12](=[O:14])(=[O:13])[NH:23][CH2:24][CH2:25][OH:26]. (7) Given the reactants Cl[C:2](=[O:7])[C:3]([O:5][CH3:6])=[O:4].[NH2:8][C:9]1[CH:14]=[CH:13][C:12]([C:15]2[CH:20]=[CH:19][C:18]([O:21][C:22]([F:25])([F:24])[F:23])=[CH:17][CH:16]=2)=[CH:11][CH:10]=1.C(=O)([O-])O.[Na+], predict the reaction product. The product is: [F:23][C:22]([F:24])([F:25])[O:21][C:18]1[CH:17]=[CH:16][C:15]([C:12]2[CH:13]=[CH:14][C:9]([NH:8][C:2](=[O:7])[C:3]([O:5][CH3:6])=[O:4])=[CH:10][CH:11]=2)=[CH:20][CH:19]=1.